From a dataset of Full USPTO retrosynthesis dataset with 1.9M reactions from patents (1976-2016). Predict the reactants needed to synthesize the given product. (1) The reactants are: [N+:1]([C:4]1[C:5]([O:10][C:11]2[CH:12]=[N:13][CH:14]=[C:15]([CH:20]=2)[C:16]([O:18][CH3:19])=[O:17])=[N:6][CH:7]=[CH:8][CH:9]=1)([O-])=O.C(O)(=O)C.[NH4+].[OH-]. Given the product [NH2:1][C:4]1[C:5]([O:10][C:11]2[CH:12]=[N:13][CH:14]=[C:15]([CH:20]=2)[C:16]([O:18][CH3:19])=[O:17])=[N:6][CH:7]=[CH:8][CH:9]=1, predict the reactants needed to synthesize it. (2) The reactants are: [CH2:1]([O:3][C:4]([C:6]1([C:9]2[CH:14]=[CH:13][C:12]([C:15]3[CH:20]=[CH:19][C:18]([C:21]4[S:22][C:23]([F:29])=[CH:24][C:25]=4C(O)=O)=[CH:17][CH:16]=3)=[CH:11][CH:10]=2)[CH2:8][CH2:7]1)=[O:5])[CH3:2].C([N:32]([CH2:35]C)CC)C.C1(P(N=[N+]=[N-])(C2C=CC=CC=2)=[O:44])C=CC=CC=1.[Cl:54][C:55]1[CH:60]=[CH:59][CH:58]=[CH:57][C:56]=1[C@H:61]([OH:63])[CH3:62]. Given the product [CH2:1]([O:3][C:4]([C:6]1([C:9]2[CH:10]=[CH:11][C:12]([C:15]3[CH:20]=[CH:19][C:18]([C:21]4[S:22][C:23]([F:29])=[CH:24][C:25]=4[NH:32][C:35]([O:63][C@@H:61]([C:56]4[CH:57]=[CH:58][CH:59]=[CH:60][C:55]=4[Cl:54])[CH3:62])=[O:44])=[CH:17][CH:16]=3)=[CH:13][CH:14]=2)[CH2:7][CH2:8]1)=[O:5])[CH3:2], predict the reactants needed to synthesize it. (3) Given the product [CH3:1][N:2]1[C:6]2[CH:7]=[CH:8][C:9]([N:11]3[CH:16]=[C:15]([C:17]#[N:18])[C:14](=[O:19])[N:13]([C@H:28]4[C:29]5[C:25](=[C:24]([C:23]([F:22])([F:34])[F:35])[CH:32]=[CH:31][CH:30]=5)[CH2:26][CH2:27]4)[C:12]3=[O:20])=[CH:10][C:5]=2[S:4][C:3]1=[O:21], predict the reactants needed to synthesize it. The reactants are: [CH3:1][N:2]1[C:6]2[CH:7]=[CH:8][C:9]([N:11]3[CH:16]=[C:15]([C:17]#[N:18])[C:14](=[O:19])[NH:13][C:12]3=[O:20])=[CH:10][C:5]=2[S:4][C:3]1=[O:21].[F:22][C:23]([F:35])([F:34])[C:24]1[CH:32]=[CH:31][CH:30]=[C:29]2[C:25]=1[CH2:26][CH2:27][C@@H:28]2O.C1(P(C2C=CC=CC=2)C2C=CC=CC=2)C=CC=CC=1.N(C(OC(C)C)=O)=NC(OC(C)C)=O.Cl. (4) Given the product [C:21]([O:9][CH2:8][C:6]1[CH:5]=[C:4]([OH:10])[C:3]([C:11]([C:13]2[CH:18]=[CH:17][C:16]([O:19][CH3:20])=[CH:15][CH:14]=2)=[O:12])=[C:2]([Br:1])[CH:7]=1)(=[O:23])[CH3:22], predict the reactants needed to synthesize it. The reactants are: [Br:1][C:2]1[CH:7]=[C:6]([CH2:8][OH:9])[CH:5]=[C:4]([OH:10])[C:3]=1[C:11]([C:13]1[CH:18]=[CH:17][C:16]([O:19][CH3:20])=[CH:15][CH:14]=1)=[O:12].[C:21](OC=C)(=[O:23])[CH3:22].CCCC[Sn](Cl)(O[Sn](Cl)(CCCC)CCCC)CCCC.C(OCC1C=C(O)C(C(C2C=CC(OC)=CC=2)=O)=C(Cl)C=1)(=O)C. (5) The reactants are: [CH3:1][Mg]Br.C([O:6][CH2:7][CH3:8])C.C(OC[CH2:14][CH2:15][NH:16][C:17]([C:19]1[N:20]([CH2:29][C:30]2[CH:35]=[CH:34][CH:33]=[C:32]([O:36][C:37]([F:40])([F:39])[F:38])[CH:31]=2)[C:21]2[C:26]([CH:27]=1)=[CH:25][C:24]([Cl:28])=[CH:23][CH:22]=2)=[O:18])(C)C. Given the product [OH:6][C:7]([CH3:8])([CH3:1])[CH2:14][CH2:15][NH:16][C:17]([C:19]1[N:20]([CH2:29][C:30]2[CH:35]=[CH:34][CH:33]=[C:32]([O:36][C:37]([F:38])([F:40])[F:39])[CH:31]=2)[C:21]2[C:26]([CH:27]=1)=[CH:25][C:24]([Cl:28])=[CH:23][CH:22]=2)=[O:18], predict the reactants needed to synthesize it. (6) Given the product [Cl:29][C:28]1[C:19]2[N:18]=[C:15]([C:4]3[N:5]([C:8]4[C:13]([Cl:14])=[CH:12][CH:11]=[CH:10][N:9]=4)[C:6]([Cl:7])=[C:2]([Cl:1])[CH:3]=3)[O:17][C:31](=[O:32])[C:20]=2[CH:21]=[C:22]2[C:27]=1[CH:26]=[CH:25][CH:24]=[CH:23]2, predict the reactants needed to synthesize it. The reactants are: [Cl:1][C:2]1[CH:3]=[C:4]([C:15]([OH:17])=O)[N:5]([C:8]2[C:13]([Cl:14])=[CH:12][CH:11]=[CH:10][N:9]=2)[C:6]=1[Cl:7].[NH2:18][C:19]1[C:20]([C:31](O)=[O:32])=[CH:21][C:22]2[C:27]([C:28]=1[Cl:29])=[CH:26][CH:25]=[C:24](Br)[CH:23]=2.BrC1C=C(C(O)=O)N(C2C(Cl)=CC=CN=2)C=1.NC1C(C)=CC(Cl)=CC=1C(O)=O. (7) Given the product [OH:19][CH2:18][CH2:17][CH2:16][O:1][C:2]1[CH:10]=[CH:9][C:5]([C:6]([OH:8])=[O:7])=[CH:4][CH:3]=1, predict the reactants needed to synthesize it. The reactants are: [OH:1][C:2]1[CH:10]=[CH:9][C:5]([C:6]([OH:8])=[O:7])=[CH:4][CH:3]=1.[OH-].[K+].[I-].[K+].Br[CH2:16][CH2:17][CH2:18][OH:19]. (8) Given the product [NH:10]1[C:11]([CH2:12][CH2:13][C:14]([O:16][CH2:17][N:18]2[C:26]3[C:21](=[CH:22][CH:23]=[C:24]([C:27]([F:30])([F:29])[F:28])[CH:25]=3)[C@@:20]([C:32]3[CH:37]=[C:36]([Cl:38])[CH:35]=[CH:34][C:33]=3[O:39][CH3:40])([F:31])[C:19]2=[O:41])=[O:15])=[N:7][N:8]=[N:9]1, predict the reactants needed to synthesize it. The reactants are: C[Si](C)(C)CCOC[N:7]1[C:11]([CH2:12][CH2:13][C:14]([O:16][CH2:17][N:18]2[C:26]3[C:21](=[CH:22][CH:23]=[C:24]([C:27]([F:30])([F:29])[F:28])[CH:25]=3)[C@@:20]([C:32]3[CH:37]=[C:36]([Cl:38])[CH:35]=[CH:34][C:33]=3[O:39][CH3:40])([F:31])[C:19]2=[O:41])=[O:15])=[N:10][N:9]=[N:8]1. (9) The reactants are: [Cl:1][C:2]1[C:7]2[N:8]=[C:9]([N:11]3[C:15](=[O:16])[C:14](=[CH:17][N:18](C)C)[C:13]([C:21]4[CH:26]=[CH:25][CH:24]=[CH:23][CH:22]=4)=[N:12]3)[S:10][C:6]=2[CH:5]=[CH:4][CH:3]=1. Given the product [NH2:18][CH:17]=[C:14]1[C:13]([C:21]2[CH:22]=[CH:23][CH:24]=[CH:25][CH:26]=2)=[N:12][N:11]([C:9]2[S:10][C:6]3[CH:5]=[CH:4][CH:3]=[C:2]([Cl:1])[C:7]=3[N:8]=2)[C:15]1=[O:16], predict the reactants needed to synthesize it.